This data is from Full USPTO retrosynthesis dataset with 1.9M reactions from patents (1976-2016). The task is: Predict the reactants needed to synthesize the given product. (1) Given the product [Br:19][C:10]1[C:9](=[O:13])[N:8]([CH:14]2[CH2:15][CH2:16][CH2:17][CH2:18]2)[C:6]2[N:7]=[C:2]([Cl:1])[N:3]=[CH:4][C:5]=2[C:11]=1[CH3:12], predict the reactants needed to synthesize it. The reactants are: [Cl:1][C:2]1[N:3]=[CH:4][C:5]2[C:11]([CH3:12])=[CH:10][C:9](=[O:13])[N:8]([CH:14]3[CH2:18][CH2:17][CH2:16][CH2:15]3)[C:6]=2[N:7]=1.[Br:19]N1C(=O)CCC1=O.C(O)(=O)C(O)=O.S(=O)(O)[O-].[Na+]. (2) Given the product [Cl:15][C:9]1[CH:8]=[C:7]([C:6]2[O:5][C:4]([CH3:17])([CH3:16])[C:3](=[O:18])[C:2]=2[C:27]2[CH:28]=[CH:29][C:30]([O:31][CH2:32][C:33]3[CH:42]=[CH:41][C:40]4[C:35](=[CH:36][CH:37]=[CH:38][CH:39]=4)[N:34]=3)=[CH:43][CH:44]=2)[CH:12]=[CH:11][C:10]=1[O:13][CH3:14], predict the reactants needed to synthesize it. The reactants are: Br[C:2]1[C:3](=[O:18])[C:4]([CH3:17])([CH3:16])[O:5][C:6]=1[C:7]1[CH:12]=[CH:11][C:10]([O:13][CH3:14])=[C:9]([Cl:15])[CH:8]=1.CC1(C)C(C)(C)OB([C:27]2[CH:44]=[CH:43][C:30]([O:31][CH2:32][C:33]3[CH:42]=[CH:41][C:40]4[C:35](=[CH:36][CH:37]=[CH:38][CH:39]=4)[N:34]=3)=[CH:29][CH:28]=2)O1.C([O-])([O-])=O.[Cs+].[Cs+]. (3) Given the product [CH:1]1([NH:6][C:7]2[N:12]3[N:13]=[C:14]([C:23]4[O:24][CH:25]=[CH:26][CH:27]=4)[C:15]([C:16]4[CH:21]=[CH:20][N:19]=[C:18]([NH:6][CH:1]5[CH2:5][CH2:4][CH2:3][CH2:2]5)[CH:17]=4)=[C:11]3[CH:10]=[CH:9][CH:8]=2)[CH2:5][CH2:4][CH2:3][CH2:2]1, predict the reactants needed to synthesize it. The reactants are: [CH:1]1([NH:6][C:7]2[N:12]3[N:13]=[C:14]([C:23]4[O:24][CH:25]=[CH:26][CH:27]=4)[C:15]([C:16]4[CH:21]=[CH:20][N:19]=[C:18](F)[CH:17]=4)=[C:11]3[CH:10]=[CH:9][CH:8]=2)[CH2:5][CH2:4][CH2:3][CH2:2]1. (4) Given the product [C:7]([C:15]1[CH:24]=[CH:23][C:18]2[N:19]([CH2:26][CH2:27][O:28][C:29]3[CH:34]=[CH:33][C:32]([CH2:35][CH:36]([O:41][CH2:42][CH3:43])[C:37]([O:39][CH3:40])=[O:38])=[CH:31][CH:30]=3)[C:20](=[O:2])[S:21][C:17]=2[CH:16]=1)(=[O:14])[C:8]1[CH:13]=[CH:12][CH:11]=[CH:10][CH:9]=1, predict the reactants needed to synthesize it. The reactants are: C(=O)([O-])[O-:2].[K+].[K+].[C:7]([C:15]1[CH:24]=[CH:23][C:18]2[N:19]=[CH:20][S:21](=O)[C:17]=2[CH:16]=1)(=[O:14])[C:8]1[CH:13]=[CH:12][CH:11]=[CH:10][CH:9]=1.Cl[CH2:26][CH2:27][O:28][C:29]1[CH:34]=[CH:33][C:32]([CH2:35][CH:36]([O:41][CH2:42][CH3:43])[C:37]([O:39][CH3:40])=[O:38])=[CH:31][CH:30]=1. (5) Given the product [CH3:32][C:33]1[C:47]([CH3:48])=[C:46]([CH3:49])[CH:45]=[CH:44][C:34]=1[S:35][C:36]1[CH:37]=[CH:38][C:39]([CH2:40][NH:41][C:4](=[O:6])[C:3]2[CH:7]=[CH:8][CH:9]=[N:10][C:2]=2[NH2:1])=[CH:42][CH:43]=1, predict the reactants needed to synthesize it. The reactants are: [NH2:1][C:2]1[N:10]=[CH:9][CH:8]=[CH:7][C:3]=1[C:4]([OH:6])=O.ON1C2C=CC=CC=2N=N1.CCN=C=NCCCN(C)C.[CH3:32][C:33]1[C:47]([CH3:48])=[C:46]([CH3:49])[CH:45]=[CH:44][C:34]=1[S:35][C:36]1[CH:43]=[CH:42][C:39]([CH2:40][NH2:41])=[CH:38][CH:37]=1.C(=O)(O)[O-].[Na+]. (6) Given the product [CH3:12][C:9]1([CH3:11])[CH2:8][CH:7]([CH3:13])[O:6][B:5]([C:14]2[CH:19]=[CH:18][CH:17]=[CH:16][CH:15]=2)[O:10]1, predict the reactants needed to synthesize it. The reactants are: C(O[B:5]1[O:10][C:9]([CH3:12])([CH3:11])[CH2:8][CH:7]([CH3:13])[O:6]1)(C)C.[C:14]1([Mg]Br)[CH:19]=[CH:18][CH:17]=[CH:16][CH:15]=1.Cl.